Dataset: Peptide-MHC class I binding affinity with 185,985 pairs from IEDB/IMGT. Task: Regression. Given a peptide amino acid sequence and an MHC pseudo amino acid sequence, predict their binding affinity value. This is MHC class I binding data. (1) The peptide sequence is ILGTVSWNL. The MHC is HLA-B27:05 with pseudo-sequence HLA-B27:05. The binding affinity (normalized) is 0.0847. (2) The peptide sequence is LWILDRLFFK. The MHC is HLA-A31:01 with pseudo-sequence HLA-A31:01. The binding affinity (normalized) is 0.387.